From a dataset of Forward reaction prediction with 1.9M reactions from USPTO patents (1976-2016). Predict the product of the given reaction. The product is: [CH3:1][O:17][C:16](=[O:18])[CH:15]([NH:19][C:20]([O:22][CH2:23][C:24]1[CH:25]=[CH:26][CH:27]=[CH:28][CH:29]=1)=[O:21])[CH2:14][C:31]1([CH3:30])[CH2:35][CH2:34][CH2:33][CH2:32]1. Given the reactants [CH2:1]([SnH](CCCC)CCCC)CCC.[CH2:14]=[C:15]([NH:19][C:20]([O:22][CH2:23][C:24]1[CH:29]=[CH:28][CH:27]=[CH:26][CH:25]=1)=[O:21])[C:16]([OH:18])=[O:17].[CH3:30][C:31]1(Br)[CH2:35][CH2:34][CH2:33][CH2:32]1.CC(N=NC(C#N)(C)C)(C#N)C, predict the reaction product.